Dataset: Peptide-MHC class I binding affinity with 185,985 pairs from IEDB/IMGT. Task: Regression. Given a peptide amino acid sequence and an MHC pseudo amino acid sequence, predict their binding affinity value. This is MHC class I binding data. The peptide sequence is VSSPDAVTTY. The MHC is HLA-A01:01 with pseudo-sequence HLA-A01:01. The binding affinity (normalized) is 0.500.